This data is from Forward reaction prediction with 1.9M reactions from USPTO patents (1976-2016). The task is: Predict the product of the given reaction. (1) The product is: [CH3:35][C:33]1[C:32](=[O:36])[NH:31][C:30](=[O:45])[N:29]([CH2:28][C@@H:17]([C@H:18]([OH:20])[CH3:19])[CH2:16][OH:15])[CH:34]=1. Given the reactants CC(C)=O.C(=O)=O.C([O:15][CH2:16][C@@H:17]([CH2:28][N:29]1[CH:34]=[C:33]([CH3:35])[C:32](=[O:36])[N:31](C(=O)C2C=CC=CC=2)[C:30]1=[O:45])[C@H:18]([O:20][Si](C(C)(C)C)(C)C)[CH3:19])C1C=CC=CC=1.B(Cl)(Cl)Cl, predict the reaction product. (2) Given the reactants [N:1]1([C:6]2[CH:36]=[CH:35][C:9]([CH2:10][N:11]3[C:19]([NH:20][C:21]4[CH:26]=[CH:25][CH:24]=[CH:23][CH:22]=4)=[C:18]4[C:13]([N:14]([CH2:30][C:31]([CH3:34])([CH3:33])[CH3:32])[C:15](=[O:29])[N:16]([CH3:28])[C:17]4=S)=[N:12]3)=[CH:8][CH:7]=2)[CH:5]=[N:4][CH:3]=[N:2]1.[NH3:37], predict the reaction product. The product is: [N:1]1([C:6]2[CH:36]=[CH:35][C:9]([CH2:10][N:11]3[C:19]([NH:20][C:21]4[CH:26]=[CH:25][CH:24]=[CH:23][CH:22]=4)=[C:18]4[C:13]([N:14]([CH2:30][C:31]([CH3:34])([CH3:33])[CH3:32])[C:15](=[O:29])[N:16]([CH3:28])[C:17]4=[NH:37])=[N:12]3)=[CH:8][CH:7]=2)[CH:5]=[N:4][CH:3]=[N:2]1. (3) Given the reactants Br[C:2]1[C:3]2[C:4]3[CH:17]=[CH:16][S:15][C:5]=3[C:6](=[O:14])[NH:7][C:8]=2[CH:9]=[CH:10][C:11]=1[O:12][CH3:13].[CH2:18]([N:20]([CH2:43][CH3:44])[CH2:21][CH2:22][NH:23][CH2:24][CH2:25][CH2:26][O:27][C:28]1[CH:33]=[CH:32][C:31](B2OC(C)(C)C(C)(C)O2)=[CH:30][CH:29]=1)[CH3:19], predict the reaction product. The product is: [CH2:43]([N:20]([CH2:18][CH3:19])[CH2:21][CH2:22][NH:23][CH2:24][CH2:25][CH2:26][O:27][C:28]1[CH:29]=[CH:30][C:31]([C:2]2[C:3]3[C:4]4[CH:17]=[CH:16][S:15][C:5]=4[C:6](=[O:14])[NH:7][C:8]=3[CH:9]=[CH:10][C:11]=2[O:12][CH3:13])=[CH:32][CH:33]=1)[CH3:44]. (4) Given the reactants [C:1]([O:4][CH2:5][CH2:6][O:7][C:8]1[C:12]([I:13])=[C:11]([NH:14][S:15]([C:18]2[CH:23]=[CH:22][C:21]([C:24]([CH3:27])([CH3:26])[CH3:25])=[CH:20][CH:19]=2)(=[O:17])=[O:16])[O:10][N:9]=1)(=[O:3])[CH3:2].N1[CH:33]=[CH:32][CH:31]=CC=1, predict the reaction product. The product is: [C:1]([O:4][CH2:5][CH2:6][O:7][C:8]1[C:12]([I:13])=[C:11]([N:14]([S:15]([C:18]2[CH:19]=[CH:20][C:21]([C:24]([CH3:27])([CH3:26])[CH3:25])=[CH:22][CH:23]=2)(=[O:17])=[O:16])[C:1]([O:4][CH2:5][CH:32]([CH3:31])[CH3:33])=[O:3])[O:10][N:9]=1)(=[O:3])[CH3:2]. (5) Given the reactants N[C:2]1[N:6]([C:7]2[CH:12]=[CH:11][C:10]([C:13]([N:15]3[CH2:20][CH2:19][N:18]([CH3:21])[CH2:17][CH2:16]3)=[O:14])=[CH:9][CH:8]=2)[N:5]=[C:4]([C:22]2[CH:31]=[CH:30][C:25]([C:26]([O:28][CH3:29])=[O:27])=[CH:24][CH:23]=2)[CH:3]=1.[I:32]CI.N(OCCC(C)C)=O.[NH4+].[Cl-], predict the reaction product. The product is: [I:32][C:2]1[N:6]([C:7]2[CH:12]=[CH:11][C:10]([C:13]([N:15]3[CH2:20][CH2:19][N:18]([CH3:21])[CH2:17][CH2:16]3)=[O:14])=[CH:9][CH:8]=2)[N:5]=[C:4]([C:22]2[CH:31]=[CH:30][C:25]([C:26]([O:28][CH3:29])=[O:27])=[CH:24][CH:23]=2)[CH:3]=1. (6) Given the reactants [C:1]([N:4]1[C:13]2[C:8](=[CH:9][C:10]([C:14](O)=[O:15])=[CH:11][CH:12]=2)[C@H:7]([NH:17][C:18]2[CH:23]=[CH:22][CH:21]=[C:20]([CH3:24])[N:19]=2)[C@@H:6]([CH3:25])[C@@H:5]1[CH:26]1[CH2:28][CH2:27]1)(=[O:3])[CH3:2].CN(C(O[N:37]1[N:45]=[N:44][C:39]2[CH:40]=CC=N[C:38]1=2)=[N+](C)C)C.F[P-](F)(F)(F)(F)F.N1C=C(N)C=N1.CCN(C(C)C)C(C)C, predict the reaction product. The product is: [C:1]([N:4]1[C:13]2[C:8](=[CH:9][C:10]([C:14]([NH:44][C:39]3[CH:40]=[N:45][NH:37][CH:38]=3)=[O:15])=[CH:11][CH:12]=2)[C@H:7]([NH:17][C:18]2[CH:23]=[CH:22][CH:21]=[C:20]([CH3:24])[N:19]=2)[C@@H:6]([CH3:25])[C@@H:5]1[CH:26]1[CH2:28][CH2:27]1)(=[O:3])[CH3:2]. (7) Given the reactants [F:1][C:2]1[CH:7]=[CH:6][C:5]([CH:8]([C:15]2[CH:20]=[CH:19][C:18]([F:21])=[CH:17][CH:16]=2)[N:9]2[CH2:14][CH2:13][NH:12][CH2:11][CH2:10]2)=[CH:4][CH:3]=1.F[C:23]1[CH:30]=[CH:29][C:28]([N+:31]([O-:33])=[O:32])=[CH:27][C:24]=1[C:25]#[N:26].C(=O)([O-])[O-].[K+].[K+].O, predict the reaction product. The product is: [F:21][C:18]1[CH:19]=[CH:20][C:15]([CH:8]([C:5]2[CH:4]=[CH:3][C:2]([F:1])=[CH:7][CH:6]=2)[N:9]2[CH2:10][CH2:11][N:12]([C:23]3[CH:30]=[CH:29][C:28]([N+:31]([O-:33])=[O:32])=[CH:27][C:24]=3[C:25]#[N:26])[CH2:13][CH2:14]2)=[CH:16][CH:17]=1. (8) Given the reactants [CH3:1][O:2][C:3]1[CH:9]=[CH:8][CH:7]=[C:6]([N+:10]([O-:12])=[O:11])[C:4]=1[NH2:5].N1C=CC=CC=1.[CH3:19][O:20][CH2:21][C:22](Cl)=[O:23].N, predict the reaction product. The product is: [CH3:19][O:20][CH2:21][C:22]([NH:5][C:4]1[C:6]([N+:10]([O-:12])=[O:11])=[CH:7][CH:8]=[CH:9][C:3]=1[O:2][CH3:1])=[O:23].